From a dataset of Full USPTO retrosynthesis dataset with 1.9M reactions from patents (1976-2016). Predict the reactants needed to synthesize the given product. (1) Given the product [I:13][C:7]1[CH:8]=[C:2]([CH3:1])[C:3]([C:9]([F:10])([F:11])[F:12])=[CH:4][C:5]=1[NH2:6], predict the reactants needed to synthesize it. The reactants are: [CH3:1][C:2]1[CH:8]=[CH:7][C:5]([NH2:6])=[CH:4][C:3]=1[C:9]([F:12])([F:11])[F:10].[I:13]I. (2) Given the product [O:26]=[C:22]1[CH2:21][C:20]2[C:24](=[CH:25][C:17]([C:15]([C:14]3[CH:13]=[C:12]([NH:11][C:8]([C:3]4[CH:4]=[N:5][N:6]([CH3:7])[C:2]=4[Cl:1])=[O:9])[CH:29]=[CH:28][CH:27]=3)=[O:16])=[CH:18][CH:19]=2)[NH:23]1, predict the reactants needed to synthesize it. The reactants are: [Cl:1][C:2]1[N:6]([CH3:7])[N:5]=[CH:4][C:3]=1[C:8](Cl)=[O:9].[NH2:11][C:12]1[CH:13]=[C:14]([CH:27]=[CH:28][CH:29]=1)[C:15]([C:17]1[CH:25]=[C:24]2[C:20]([CH2:21][C:22](=[O:26])[NH:23]2)=[CH:19][CH:18]=1)=[O:16].